This data is from Reaction yield outcomes from USPTO patents with 853,638 reactions. The task is: Predict the reaction yield, written as a fraction of the theoretical maximum amount of product (1.0 means a 100% yield; for example, 0.34 means a 34% yield). (1) The reactants are Cl[CH:2]([CH3:16])[C:3]([NH:5][CH:6]1[CH:13]2[CH2:14][CH:9]3[CH2:10][CH:11]([CH2:15][CH:7]1[CH2:8]3)[CH2:12]2)=[O:4].C(=O)([O-])[O-].[Na+].[Na+].[C:23]([N:30]1[CH2:35][CH2:34][NH:33][CH2:32][CH2:31]1)([O:25][C:26]([CH3:29])([CH3:28])[CH3:27])=[O:24]. The catalyst is CN(C)C=O. The product is [C:26]([O:25][C:23]([N:30]1[CH2:35][CH2:34][N:33]([CH:2]([C:3](=[O:4])[NH:5][CH:6]2[CH:13]3[CH2:14][CH:9]4[CH2:10][CH:11]([CH2:15][CH:7]2[CH2:8]4)[CH2:12]3)[CH3:16])[CH2:32][CH2:31]1)=[O:24])([CH3:29])([CH3:27])[CH3:28]. The yield is 0.743. (2) The reactants are [F:1][C:2]1[CH:3]=[C:4]([CH:9]=[CH:10][C:11]=1[CH2:12][N:13]1[CH2:17][CH2:16][N:15]([CH:18]2[CH2:23][CH2:22][N:21]([C:24]3[C:29]([F:30])=[CH:28][C:27]([C:31]([F:34])([F:33])[F:32])=[CH:26][N:25]=3)[CH2:20][CH2:19]2)[C:14]1=[O:35])[C:5]([O:7]C)=[O:6].[OH-].[Li+]. The catalyst is C1COCC1.O. The product is [F:1][C:2]1[CH:3]=[C:4]([CH:9]=[CH:10][C:11]=1[CH2:12][N:13]1[CH2:17][CH2:16][N:15]([CH:18]2[CH2:23][CH2:22][N:21]([C:24]3[C:29]([F:30])=[CH:28][C:27]([C:31]([F:34])([F:33])[F:32])=[CH:26][N:25]=3)[CH2:20][CH2:19]2)[C:14]1=[O:35])[C:5]([OH:7])=[O:6]. The yield is 0.620. (3) The reactants are [C:1]([N:4]1[C:13]2[C:8](=[CH:9][C:10]([C:14]#[N:15])=[CH:11][CH:12]=2)[C@H:7]([NH2:16])[C@@H:6]([CH3:17])[C@@H:5]1[CH:18]1[CH2:20][CH2:19]1)(=[O:3])[CH3:2].Br[C:22]1[CH:23]=[C:24]([CH:34]=[CH:35][CH:36]=1)[CH2:25][O:26][Si:27]([C:30]([CH3:33])([CH3:32])[CH3:31])([CH3:29])[CH3:28].CN(C1C(C2C(P(C3CCCCC3)C3CCCCC3)=CC=CC=2)=CC=CC=1)C.CC(C)([O-])C.[Na+]. The catalyst is O1CCOCC1.C1C=CC(/C=C/C(/C=C/C2C=CC=CC=2)=O)=CC=1.C1C=CC(/C=C/C(/C=C/C2C=CC=CC=2)=O)=CC=1.C1C=CC(/C=C/C(/C=C/C2C=CC=CC=2)=O)=CC=1.[Pd].[Pd]. The product is [C:1]([N:4]1[C:13]2[C:8](=[CH:9][C:10]([C:14]#[N:15])=[CH:11][CH:12]=2)[C@H:7]([NH:16][C:35]2[CH:36]=[CH:22][CH:23]=[C:24]([CH2:25][O:26][Si:27]([C:30]([CH3:33])([CH3:32])[CH3:31])([CH3:28])[CH3:29])[CH:34]=2)[C@@H:6]([CH3:17])[C@@H:5]1[CH:18]1[CH2:20][CH2:19]1)(=[O:3])[CH3:2]. The yield is 0.360. (4) The reactants are Br[C:2]([CH3:9])([CH3:8])[C:3]([O:5][CH2:6][CH3:7])=[O:4].C(N(C(C)C)CC)(C)C.[CH:19]1([C:22]2[C:31]3[C:26](=[CH:27][CH:28]=[CH:29][CH:30]=3)[C:25]([N:32]3[C:36]([C:37]([F:40])([F:39])[F:38])=[N:35][N:34]=[C:33]3[SH:41])=[CH:24][CH:23]=2)[CH2:21][CH2:20]1. The catalyst is CN(C=O)C. The product is [CH:19]1([C:22]2[C:31]3[C:26](=[CH:27][CH:28]=[CH:29][CH:30]=3)[C:25]([N:32]3[C:36]([C:37]([F:38])([F:40])[F:39])=[N:35][N:34]=[C:33]3[S:41][C:2]([CH3:9])([CH3:8])[C:3]([O:5][CH2:6][CH3:7])=[O:4])=[CH:24][CH:23]=2)[CH2:20][CH2:21]1. The yield is 0.370. (5) The yield is 0.590. The catalyst is CN(C=O)C. The reactants are Cl.[CH2:2]([O:9][C:10]1[CH:15]=[CH:14][C:13]([NH:16][C:17]2[C:26]3[C:21](=[CH:22][C:23]([F:28])=[C:24](I)[CH:25]=3)[N:20]=[CH:19][N:18]=2)=[CH:12][CH:11]=1)[C:3]1[CH:8]=[CH:7][CH:6]=[CH:5][CH:4]=1.[O:29]1[CH2:33][CH2:32][O:31][CH:30]1[C:34]1[O:38][C:37]([Sn](CCCC)(CCCC)CCCC)=[CH:36][CH:35]=1.C(N(C(C)C)CC)(C)C. The product is [CH2:2]([O:9][C:10]1[CH:15]=[CH:14][C:13]([NH:16][C:17]2[C:26]3[C:21](=[CH:22][C:23]([F:28])=[C:24]([C:37]4[O:38][C:34]([CH:30]5[O:31][CH2:32][CH2:33][O:29]5)=[CH:35][CH:36]=4)[CH:25]=3)[N:20]=[CH:19][N:18]=2)=[CH:12][CH:11]=1)[C:3]1[CH:8]=[CH:7][CH:6]=[CH:5][CH:4]=1.